The task is: Predict the reactants needed to synthesize the given product.. This data is from Full USPTO retrosynthesis dataset with 1.9M reactions from patents (1976-2016). (1) Given the product [OH:8][C@H:9]1[C@H:14]([C:15]2[N:16]=[N:17][N:18]([CH2:20][CH2:21][C:22]3[CH:27]=[CH:26][C:25]([O:28][CH3:29])=[CH:24][CH:23]=3)[CH:19]=2)[CH2:13][CH2:12][N:11]([C:30]([O:32][C:33]([CH3:36])([CH3:35])[CH3:34])=[O:31])[CH2:10]1, predict the reactants needed to synthesize it. The reactants are: [Si]([O:8][C@H:9]1[C@H:14]([C:15]2[N:16]=[N:17][N:18]([CH2:20][CH2:21][C:22]3[CH:27]=[CH:26][C:25]([O:28][CH3:29])=[CH:24][CH:23]=3)[CH:19]=2)[CH2:13][CH2:12][N:11]([C:30]([O:32][C:33]([CH3:36])([CH3:35])[CH3:34])=[O:31])[CH2:10]1)(C(C)(C)C)(C)C.O[C@H]1[C@H](C2N=NN(CCC3C=CC=CC=3)C=2)CCN(C(OC(C)(C)C)=O)C1. (2) Given the product [C:5]1([C:4]([N:11]2[CH2:16][CH2:15][NH:14][CH2:13][CH2:12]2)=[C:3]([C:1]#[N:2])[C:24]#[N:25])[CH:10]=[CH:9][CH:8]=[CH:7][CH:6]=1, predict the reactants needed to synthesize it. The reactants are: [C:1]([C:3]([C:24]#[N:25])=[C:4]([N:11]1[CH2:16][CH2:15][N:14](C(OC(C)(C)C)=O)[CH2:13][CH2:12]1)[C:5]1[CH:10]=[CH:9][CH:8]=[CH:7][CH:6]=1)#[N:2]. (3) Given the product [C:1]([O:5][C:6]([N:8]1[CH:13]([CH2:14][O:15][CH3:44])[CH2:12][CH:11]([N:16]([CH2:21][C:22]2[CH:23]=[C:24]([C:32]([F:35])([F:33])[F:34])[CH:25]=[C:26]([C:28]([F:29])([F:30])[F:31])[CH:27]=2)[C:17]([O:19][CH3:20])=[O:18])[CH2:10][CH:9]1[CH2:36][C:37]1[CH:38]=[CH:39][CH:40]=[CH:41][CH:42]=1)=[O:7])([CH3:4])([CH3:2])[CH3:3], predict the reactants needed to synthesize it. The reactants are: [C:1]([O:5][C:6]([N:8]1[CH:13]([CH2:14][OH:15])[CH2:12][CH:11]([N:16]([CH2:21][C:22]2[CH:27]=[C:26]([C:28]([F:31])([F:30])[F:29])[CH:25]=[C:24]([C:32]([F:35])([F:34])[F:33])[CH:23]=2)[C:17]([O:19][CH3:20])=[O:18])[CH2:10][CH:9]1[CH2:36][C:37]1[CH:42]=[CH:41][CH:40]=[CH:39][CH:38]=1)=[O:7])([CH3:4])([CH3:3])[CH3:2].I[CH3:44]. (4) Given the product [Cl:1][C:2]1[CH:7]=[C:6]([Cl:8])[CH:5]=[CH:4][C:3]=1[C@H:9]([N:11]1[C:15]2[CH:16]=[C:17]([N:20]3[CH2:21][CH2:22][N:23]([C:38]([C@H:34]4[CH2:35][CH2:36][CH2:37][NH:33]4)=[O:39])[CH2:24][CH2:25]3)[CH:18]=[CH:19][C:14]=2[N:13]=[CH:12]1)[CH3:10], predict the reactants needed to synthesize it. The reactants are: [Cl:1][C:2]1[CH:7]=[C:6]([Cl:8])[CH:5]=[CH:4][C:3]=1[C@H:9]([N:11]1[C:15]2[CH:16]=[C:17]([N:20]3[CH2:25][CH2:24][NH:23][CH2:22][CH2:21]3)[CH:18]=[CH:19][C:14]=2[N:13]=[CH:12]1)[CH3:10].C(OC([N:33]1[CH2:37][CH2:36][CH2:35][C@@H:34]1[C:38](O)=[O:39])=O)(C)(C)C.CN(C(ON1N=NC2C=CC=NC1=2)=[N+](C)C)C.F[P-](F)(F)(F)(F)F.C(N(CC)CC)C. (5) Given the product [CH3:16][O:15][CH2:14][CH2:13][O:12][CH2:11][C:8]1[S:7][C:6]([CH:2]=[O:1])=[N:10][CH:9]=1, predict the reactants needed to synthesize it. The reactants are: [O:1]1CCO[CH:2]1[C:6]1[S:7][C:8]([CH2:11][O:12][CH2:13][CH2:14][O:15][CH3:16])=[CH:9][N:10]=1.Cl.C(=O)([O-])O.[Na+]. (6) Given the product [NH2:1][CH2:2][CH2:3][CH2:4][CH2:5][CH2:6][NH:7][C:8](=[O:15])[C:9]1[CH:14]=[CH:13][CH:12]=[CH:11][CH:10]=1, predict the reactants needed to synthesize it. The reactants are: [NH2:1][CH2:2][CH2:3][CH2:4][CH2:5][CH2:6][NH2:7].[C:8](N)(=[O:15])[C:9]1[CH:14]=[CH:13][CH:12]=[CH:11][CH:10]=1. (7) Given the product [F:20][C:21]1[CH:22]=[CH:23][C:24]([C:25]([CH:27]2[CH2:32][CH2:31][N:30]([CH2:2][CH2:3][CH2:4][N:5]3[CH2:10][C:9](=[N:11][OH:12])[C:8]4[N:13]([CH3:16])[CH:14]=[CH:15][C:7]=4[S:6]3(=[O:18])=[O:17])[CH2:29][CH2:28]2)=[O:26])=[CH:33][CH:34]=1, predict the reactants needed to synthesize it. The reactants are: Cl[CH2:2][CH2:3][CH2:4][N:5]1[CH2:10][C:9](=[N:11][OH:12])[C:8]2[N:13]([CH3:16])[CH:14]=[CH:15][C:7]=2[S:6]1(=[O:18])=[O:17].Cl.[F:20][C:21]1[CH:34]=[CH:33][C:24]([C:25]([CH:27]2[CH2:32][CH2:31][NH:30][CH2:29][CH2:28]2)=[O:26])=[CH:23][CH:22]=1.C(=O)([O-])O.[Na+].[I-].[Na+]. (8) Given the product [ClH:18].[NH:9]1[CH2:10][CH:7]([C:4]2[N:3]=[C:2]([CH3:1])[O:6][N:5]=2)[CH2:8]1, predict the reactants needed to synthesize it. The reactants are: [CH3:1][C:2]1[O:6][N:5]=[C:4]([CH:7]2[CH2:10][N:9](C(OC(C)(C)C)=O)[CH2:8]2)[N:3]=1.[ClH:18].